Dataset: Forward reaction prediction with 1.9M reactions from USPTO patents (1976-2016). Task: Predict the product of the given reaction. Given the reactants [N+:1]([C:4]1[CH:10]=[CH:9][C:7]([NH2:8])=[C:6]([OH:11])[CH:5]=1)([O-:3])=[O:2].[Br:12][C:13]1[CH:18]=[C:17]([Br:19])[CH:16]=[CH:15][C:14]=1[N:20]=[C:21]=[O:22], predict the reaction product. The product is: [OH:11][C:6]1[CH:5]=[C:4]([N+:1]([O-:3])=[O:2])[CH:10]=[CH:9][C:7]=1[NH:8][C:21]([NH:20][C:14]1[CH:15]=[CH:16][C:17]([Br:19])=[CH:18][C:13]=1[Br:12])=[O:22].